Dataset: Drug-target binding data from BindingDB using Ki measurements. Task: Regression. Given a target protein amino acid sequence and a drug SMILES string, predict the binding affinity score between them. We predict pKi (pKi = -log10(Ki in M); higher means stronger inhibition). Dataset: bindingdb_ki. (1) The drug is Oc1cc2c(cc1O)[C@@H]1c3ccccc3CN[C@@H]1CC2. The target protein (Q9WVR3) has sequence MASVCGAPSPGGALGSQAPAWYHRDLSRAAAEELLARAGRDGSFLVRDSESVAGAFALCVLYQKHVHTYRILPDGEDFLAVQTSQGVPVRRFQTLGELIGLYAQPNQGLVCALLLPVEGEREPDPPDDRDASDVEDEKPPLPPRSGSTSISVPAGPSSPLPAPETPTTPAAESTPNGLSTVSHEYLKGSYGLDLEAVRGGASNLPHLTRTLVTSCRRLHSEVDKVLSGLEILSKVFDQQSSPMVTRLLQQQSLPQTGEQELESLVLKLSVLKDFLSGIQKKALKALQDMSSTAPPAPLQPSIRKAKTIPVQAFEVKLDVTLGDLTKIGKSQKFTLSVDVEGGRLVLLRRQRDSQEDWTTFTHDRIRQLIKSQRVQNKLGVVFEKEKDRTQRKDFIFVSARKREAFCQLLQLMKNKHSKQDEPDMISVFIGTWNMGSVPPPKNVTSWFTSKGLGKALDEVTVTIPHDIYVFGTQENSVGDREWLDLLRGGLKELTDLDYRP.... The pKi is 5.0. (2) The small molecule is O=C(O)CN1CCC/C(=C2/N(CC(=O)O)c3ccccc3N2[C@@H]2C[C@@H]3CCC[C@H](C2)N3[C@H]2C[C@H]3CCCC[C@H](C3)C2)C1. The target protein (Q5TC84) has sequence MGNLLGGVSFREPTTVEDCDSTWQTDSEPEPEEPGPGGGSEGPGQESEQPAQPPEQAGGRPGASPAPDEDAEAAGAEQGGDSTEATAKPKRSFYAARDLYKYRHQYPNFKDIRYQNDLSNLRFYKNKIPFKPDGVYIEEVLSKWKGDYEKLEHNHTYIQWLFPLREQGLNFYAKELTTYEIEEFKKTKEAIRRFLLAYKMMLEFFGIKLTDKTGNVARAVNWQERFQHLNESQHNYLRITRILKSLGELGYESFKSPLVKFILHEALVENTIPNIKQSALEYFVYTIRDRRERRKLLRFAQKHYTPSENFIWGPPRKEQSEGSKAQKMSSPLASSHNSQTSMHKKAKDSKNSSSAVHLNSKTAEDKKVAPKEPVEETDRPSPEPSNEAAKPRNTEKDSNAENMNSQPEKTVTTPTEKKESVSPENNEEGGNDNQDNENPGNTNCHDVVLVQ. The pKi is 7.7. (3) The drug is COc1ccc2[nH]c(I)c(CCNC(C)=O)c2c1. The target protein (P48040) has sequence MAGRLWGSPGGTPKGNGSSALLNVSQAAPGAGDGVRPRPSWLAATLASILIFTIVVDIVGNLLVVLSVYRNKKLRNAGNVFVVSLAVADLLVAVYPYPLALASIVNNGWSLSSLHCQLSGFLMGLSVIGSVFSITGIAINRYCCICHSLRYGKLYSGTNSLCYVFLIWTLTLVAIVPNLCVGTLQYDPRIYSCTFTQSVSSAYTIAVVVFHFIVPMLVVVFCYLRIWALVLQVRWKVKPDNKPKLKPQDFRNFVTMFVVFVLFAICWAPLNFIGLVVASDPASMAPRIPEWLFVASYYMAYFNSCLNAIIYGLLNQNFRQEYRKIIVSLCTTKMFFVDSSNHVADRIKRKPSPLIANHNLIKVDSV. The pKi is 9.9.